Dataset: Full USPTO retrosynthesis dataset with 1.9M reactions from patents (1976-2016). Task: Predict the reactants needed to synthesize the given product. (1) Given the product [Cl:34][C:16]1[CH:15]=[C:14]([CH:12]([N:8]2[C:4]3=[N:5][CH:6]=[N:7][C:2]([NH2:1])=[C:3]3[C:10]([CH3:11])=[N:9]2)[CH3:13])[C:25]2[O:24][CH2:23][CH2:22][CH2:21][N:20]([S:48]([CH3:47])(=[O:50])=[O:49])[CH2:19][C:18]=2[C:17]=1[F:33], predict the reactants needed to synthesize it. The reactants are: [NH2:1][C:2]1[N:7]=[CH:6][N:5]=[C:4]2[N:8]([CH:12]([C:14]3[C:25]4[O:24][CH2:23][CH2:22][CH2:21][N:20](C(OC(C)(C)C)=O)[CH2:19][C:18]=4[C:17]([F:33])=[C:16]([Cl:34])[CH:15]=3)[CH3:13])[N:9]=[C:10]([CH3:11])[C:3]=12.C(Cl)Cl.C(N(CC)C(C)C)(C)C.[CH3:47][S:48](Cl)(=[O:50])=[O:49]. (2) Given the product [OH:17][C:18]1[CH:25]=[CH:24][CH:23]=[C:22]([O:16][CH2:15][C:10]2[CH2:11][CH2:12][CH2:13][CH2:14][C:9]=2[C:8]2[N:4]([CH:2]([CH3:1])[CH3:3])[N:5]=[CH:6][CH:7]=2)[C:19]=1[CH:20]=[O:21], predict the reactants needed to synthesize it. The reactants are: [CH3:1][CH:2]([N:4]1[C:8]([C:9]2[CH2:14][CH2:13][CH2:12][CH2:11][C:10]=2[CH2:15][OH:16])=[CH:7][CH:6]=[N:5]1)[CH3:3].[OH:17][C:18]1[CH:25]=[CH:24][CH:23]=[C:22](O)[C:19]=1[CH:20]=[O:21].C1(P(C2C=CC=CC=2)C2C=CC=CC=2)C=CC=CC=1.CC(OC(/N=N/C(OC(C)C)=O)=O)C. (3) The reactants are: [CH3:1][O:2][C:3](=[O:21])/[C:4](/[NH:10][C:11]1[CH:16]=[CH:15][C:14]([O:17][CH:18]([CH3:20])[CH3:19])=[CH:13][CH:12]=1)=[CH:5]/[C:6]([O:8][CH3:9])=[O:7].[C:22]1(=O)[CH:27]=[CH:26][C:25](=[O:28])[CH:24]=[CH:23]1.B(F)(F)F. Given the product [CH3:1][O:2][C:3]([C:4]1[N:10]([C:11]2[CH:12]=[CH:13][C:14]([O:17][CH:18]([CH3:19])[CH3:20])=[CH:15][CH:16]=2)[C:22]2[C:27]([C:5]=1[C:6]([O:8][CH3:9])=[O:7])=[CH:26][C:25]([OH:28])=[CH:24][CH:23]=2)=[O:21], predict the reactants needed to synthesize it. (4) Given the product [OH:15][CH:10]1[CH:9]([C:6]2[CH:5]=[CH:4][C:3]([CH2:2][OH:1])=[CH:8][CH:7]=2)[CH2:14][CH2:13][N:12]([C:23]([O:25][C:26]([CH3:29])([CH3:28])[CH3:27])=[O:24])[CH2:11]1, predict the reactants needed to synthesize it. The reactants are: [OH:1][CH2:2][C:3]1[CH:8]=[CH:7][C:6]([CH:9]2[CH2:14][CH2:13][NH:12][CH2:11][CH:10]2[OH:15])=[CH:5][CH:4]=1.C(N(CC)CC)C.[C:23](O[C:23]([O:25][C:26]([CH3:29])([CH3:28])[CH3:27])=[O:24])([O:25][C:26]([CH3:29])([CH3:28])[CH3:27])=[O:24]. (5) Given the product [CH3:1][C:2]1[CH:7]=[C:6]([CH3:8])[CH:5]=[C:4]([CH3:9])[C:3]=1[N:10]=[C:11]([C:13]1[CH:18]=[CH:17][CH:16]=[C:15]([C:19](=[N:28][C:27]2[CH:29]=[CH:30][C:24]([O:23][CH3:22])=[CH:25][CH:26]=2)[CH3:20])[N:14]=1)[CH3:12], predict the reactants needed to synthesize it. The reactants are: [CH3:1][C:2]1[CH:7]=[C:6]([CH3:8])[CH:5]=[C:4]([CH3:9])[C:3]=1[N:10]=[C:11]([C:13]1[CH:18]=[CH:17][CH:16]=[C:15]([C:19](=O)[CH3:20])[N:14]=1)[CH3:12].[CH3:22][O:23][C:24]1[CH:30]=[CH:29][C:27]([NH2:28])=[CH:26][CH:25]=1.